Dataset: Reaction yield outcomes from USPTO patents with 853,638 reactions. Task: Predict the reaction yield, written as a fraction of the theoretical maximum amount of product (1.0 means a 100% yield; for example, 0.34 means a 34% yield). (1) The reactants are C[O:2][C:3](=[O:19])[CH2:4][CH2:5][CH:6]1[O:10][B:9]([OH:11])[C:8]2[CH:12]=[C:13]([O:17][CH3:18])[CH:14]=[C:15]([CH3:16])[C:7]1=2.[Li+].[OH-].Cl. The catalyst is C1COCC1.O. The product is [OH:11][B:9]1[C:8]2[CH:12]=[C:13]([O:17][CH3:18])[CH:14]=[C:15]([CH3:16])[C:7]=2[CH:6]([CH2:5][CH2:4][C:3]([OH:19])=[O:2])[O:10]1. The yield is 0.930. (2) The reactants are [OH-].[Na+].[CH3:3][N:4]([CH2:14][C:15]1[S:19][CH:18]=[C:17]([C:20]2[CH:25]=[CH:24][C:23]([CH2:26][CH2:27][C:28]([O:30]CC)=[O:29])=[CH:22][CH:21]=2)[CH:16]=1)[C:5](=[O:13])[CH2:6][CH2:7][CH2:8][CH2:9][CH2:10][CH2:11][CH3:12].O1CCCC1.CO.O. The catalyst is C(O)(=O)C. The product is [CH3:3][N:4]([CH2:14][C:15]1[S:19][CH:18]=[C:17]([C:20]2[CH:21]=[CH:22][C:23]([CH2:26][CH2:27][C:28]([OH:30])=[O:29])=[CH:24][CH:25]=2)[CH:16]=1)[C:5](=[O:13])[CH2:6][CH2:7][CH2:8][CH2:9][CH2:10][CH2:11][CH3:12]. The yield is 0.370. (3) The reactants are [N:1]([CH:4]([C:6]1[CH:11]=[C:10]([C:12]([F:15])([F:14])[F:13])[CH:9]=[C:8]([C:16]([F:19])([F:18])[F:17])[CH:7]=1)[CH3:5])=[N+]=[N-].[H][H]. The catalyst is [Pd].CO. The product is [F:13][C:12]([F:14])([F:15])[C:10]1[CH:11]=[C:6]([CH:4]([NH2:1])[CH3:5])[CH:7]=[C:8]([C:16]([F:17])([F:18])[F:19])[CH:9]=1. The yield is 0.740. (4) The reactants are [OH:1][CH2:2][CH:3]([C:7]1[S:8][CH:9]=[CH:10][CH:11]=1)[C:4]([OH:6])=[O:5].[OH-].[K+].[CH3:14][C:15]1[CH:22]=[C:21]([CH3:23])[CH:20]=[C:19]([CH3:24])[C:16]=1[CH2:17]Cl.O. The catalyst is CN(C)C=O. The product is [OH:1][CH2:2][CH:3]([C:7]1[S:8][CH:9]=[CH:10][CH:11]=1)[C:4]([O:6][CH2:17][C:16]1[C:19]([CH3:24])=[CH:20][C:21]([CH3:23])=[CH:22][C:15]=1[CH3:14])=[O:5]. The yield is 0.230. (5) The reactants are Cl[CH2:2][CH2:3][CH2:4][O:5][C:6]1[CH:14]=[CH:13][C:9]([C:10]([NH2:12])=[O:11])=[CH:8][CH:7]=1.[CH2:15]1[C@H:19]2[CH2:20][CH2:21][CH2:22][C@H:18]2[CH2:17][NH:16]1.O.C(O)(C)C. The catalyst is C(N(CC)CC)C. The product is [CH2:15]1[C@H:19]2[CH2:20][CH2:21][CH2:22][C@H:18]2[CH2:17][N:16]1[CH2:2][CH2:3][CH2:4][O:5][C:6]1[CH:14]=[CH:13][C:9]([C:10]([NH2:12])=[O:11])=[CH:8][CH:7]=1. The yield is 0.830. (6) The reactants are [NH:1]1[C:9]2[CH:8]=[CH:7][CH:6]=[C:5]([CH:10]=[O:11])[C:4]=2[CH:3]=[CH:2]1.[H-].[Na+].[CH2:14](I)[CH3:15].O. The catalyst is CN(C=O)C. The product is [CH2:14]([N:1]1[C:9]2[CH:8]=[CH:7][CH:6]=[C:5]([CH:10]=[O:11])[C:4]=2[CH:3]=[CH:2]1)[CH3:15]. The yield is 0.990. (7) The reactants are C[O:2][C:3]([CH:5]1[CH2:8][CH2:7][N:6]1[S:9]([CH2:12][C:13]1[CH:18]=[CH:17][CH:16]=[CH:15][CH:14]=1)(=[O:11])=[O:10])=[O:4].[OH-].[Li+]. The catalyst is CO. The product is [C:13]1([CH2:12][S:9]([N:6]2[CH2:7][CH2:8][CH:5]2[C:3]([OH:4])=[O:2])(=[O:11])=[O:10])[CH:14]=[CH:15][CH:16]=[CH:17][CH:18]=1. The yield is 0.830. (8) The product is [CH2:1]([O:3][C:4]([C:6]1[CH:7]=[N:8][N:9]([C:11]2[N:15]([CH2:16][O:17][CH2:18][CH2:19][O:20][CH3:21])[C:14]3[CH:22]=[C:23]([S:30]([CH3:31])=[O:34])[C:24]([C:26]([F:29])([F:27])[F:28])=[CH:25][C:13]=3[N:12]=2)[CH:10]=1)=[O:5])[CH3:2]. The reactants are [CH2:1]([O:3][C:4]([C:6]1[CH:7]=[N:8][N:9]([C:11]2[N:15]([CH2:16][O:17][CH2:18][CH2:19][O:20][CH3:21])[C:14]3[CH:22]=[C:23]([S:30][CH3:31])[C:24]([C:26]([F:29])([F:28])[F:27])=[CH:25][C:13]=3[N:12]=2)[CH:10]=1)=[O:5])[CH3:2].CO.[OH:34]OS([O-])=O.[K+].S([O-])(O[O-])(=O)=O.[K+].[K+]. The yield is 0.800. The catalyst is O.CCOC(C)=O. (9) The reactants are [CH3:1][C:2]1[C:14]2[C:13]3[C:8](=[CH:9][CH:10]=[CH:11][CH:12]=3)[C:7](=[O:15])[C:6]=2[CH:5]=[C:4]([C:16]([OH:18])=[O:17])[CH:3]=1.[C:19](=O)([O-])[O-].[K+].[K+].CN(C)C=O.CI. The catalyst is O. The product is [CH3:1][C:2]1[C:14]2[C:13]3[C:8](=[CH:9][CH:10]=[CH:11][CH:12]=3)[C:7](=[O:15])[C:6]=2[CH:5]=[C:4]([C:16]([O:18][CH3:19])=[O:17])[CH:3]=1. The yield is 0.960.